From a dataset of Full USPTO retrosynthesis dataset with 1.9M reactions from patents (1976-2016). Predict the reactants needed to synthesize the given product. (1) The reactants are: Br[C:2]1[CH:3]=[CH:4][C:5]([N:8]([C:13]2[C:32]([CH:33]3[CH2:35][CH2:34]3)=[CH:31][C:16]3[C:17]([C:27]([NH:29][CH3:30])=[O:28])=[C:18]([C:20]4[CH:25]=[CH:24][C:23]([F:26])=[CH:22][CH:21]=4)[O:19][C:15]=3[CH:14]=2)[S:9]([CH3:12])(=[O:11])=[O:10])=[N:6][CH:7]=1.C([O-])(=O)C.[K+].[B:41]1([B:41]2[O:45][C:44]([CH3:47])([CH3:46])[C:43]([CH3:49])([CH3:48])[O:42]2)[O:45][C:44]([CH3:47])([CH3:46])[C:43]([CH3:49])([CH3:48])[O:42]1. Given the product [CH:33]1([C:32]2[C:13]([N:8]([C:5]3[CH:4]=[CH:3][C:2]([B:41]4[O:45][C:44]([CH3:47])([CH3:46])[C:43]([CH3:49])([CH3:48])[O:42]4)=[CH:7][N:6]=3)[S:9]([CH3:12])(=[O:11])=[O:10])=[CH:14][C:15]3[O:19][C:18]([C:20]4[CH:25]=[CH:24][C:23]([F:26])=[CH:22][CH:21]=4)=[C:17]([C:27]([NH:29][CH3:30])=[O:28])[C:16]=3[CH:31]=2)[CH2:35][CH2:34]1, predict the reactants needed to synthesize it. (2) Given the product [CH:19]1[C:14]2[C:13]3[C:12]4[CH:11]=[CH:10][CH:9]=[CH:8][C:7]=4[CH:6]=[CH:5][C:4]=3[CH:3]=[C:2]([B:25]([OH:30])[OH:26])[C:15]=2[CH:16]=[CH:17][CH:18]=1, predict the reactants needed to synthesize it. The reactants are: Br[C:2]1[C:15]2[CH:16]=[CH:17][CH:18]=[CH:19][C:14]=2[C:13]2[C:12]3[CH:11]=[CH:10][CH:9]=[CH:8][C:7]=3[CH:6]=[CH:5][C:4]=2[CH:3]=1.C([Li])CCC.[B:25](OC(C)C)([O:30]C(C)C)[O:26]C(C)C.Cl. (3) Given the product [Br:29][C:10]1[CH:9]=[CH:8][C:7]2[N:6]([CH2:15][CH2:16][O:17][CH2:18][CH2:19][O:20][CH3:21])[C:5]3[C:13]([C:12]=2[CH:11]=1)=[CH:14][C:2]([F:1])=[CH:3][CH:4]=3, predict the reactants needed to synthesize it. The reactants are: [F:1][C:2]1[CH:3]=[CH:4][C:5]2[N:6]([CH2:15][CH2:16][O:17][CH2:18][CH2:19][O:20][CH3:21])[C:7]3[C:12]([C:13]=2[CH:14]=1)=[CH:11][CH:10]=[CH:9][CH:8]=3.C1C(=O)N([Br:29])C(=O)C1. (4) Given the product [C:24]([O:23][C:22](=[O:28])[N:21]([CH2:29][CH2:30][O:31][C:32]1[CH:37]=[CH:36][C:35]([C:2]2[C:3]([Cl:19])=[CH:4][C:5]([NH:12][C:13]3[N:17]=[C:16]([NH2:18])[NH:15][N:14]=3)=[CH:6][C:7]=2[C:8]([F:11])([F:10])[F:9])=[CH:34][CH:33]=1)[CH3:20])([CH3:27])([CH3:25])[CH3:26], predict the reactants needed to synthesize it. The reactants are: Br[C:2]1[C:7]([C:8]([F:11])([F:10])[F:9])=[CH:6][C:5]([NH:12][C:13]2[N:17]=[C:16]([NH2:18])[NH:15][N:14]=2)=[CH:4][C:3]=1[Cl:19].[CH3:20][N:21]([CH2:29][CH2:30][O:31][C:32]1[CH:37]=[CH:36][C:35](B2OC(C)(C)C(C)(C)O2)=[CH:34][CH:33]=1)[C:22](=[O:28])[O:23][C:24]([CH3:27])([CH3:26])[CH3:25].C([O-])([O-])=O.[K+].[K+].O1CCOCC1. (5) Given the product [CH:18]([C:12]1[CH:17]=[CH:16][C:15]([C:5](=[O:11])[CH2:6][CH2:7][C:8]([OH:10])=[O:9])=[CH:14][CH:13]=1)([CH3:20])[CH3:19], predict the reactants needed to synthesize it. The reactants are: [Cl-].[Al+3].[Cl-].[Cl-].[C:5]1(=[O:11])[O:10][C:8](=[O:9])[CH2:7][CH2:6]1.[C:12]1([CH:18]([CH3:20])[CH3:19])[CH:17]=[CH:16][CH:15]=[CH:14][CH:13]=1. (6) Given the product [OH:17][C:4]1[C:3]([NH:2]/[N:18]=[C:34]2/[C:33]([CH3:37])=[N:32][N:31]([C:27]3[CH:26]=[C:25]4[C:30](=[CH:29][CH:28]=3)[CH2:22][CH2:23][CH2:24]4)[C:35]/2=[O:36])=[CH:8][CH:7]=[CH:6][C:5]=1[C:9]1[CH:10]=[C:11]([C:14]([OH:16])=[O:15])[S:12][CH:13]=1, predict the reactants needed to synthesize it. The reactants are: Br.[NH2:2][C:3]1[C:4]([OH:17])=[C:5]([C:9]2[CH:10]=[C:11]([C:14]([OH:16])=[O:15])[S:12][CH:13]=2)[CH:6]=[CH:7][CH:8]=1.[N:18]([O-])=O.[Na+].[CH2:22]1[C:30]2[C:25](=[CH:26][C:27]([N:31]3[C:35](=[O:36])[CH2:34][C:33]([CH3:37])=[N:32]3)=[CH:28][CH:29]=2)[CH2:24][CH2:23]1.C(=O)(O)[O-].[Na+]. (7) Given the product [C:18]([C:17]1[CH:13]([C:5]2[CH:6]=[CH:7][CH:8]=[C:9]3[C:4]=2[O:3][C:2]([CH3:1])=[CH:11][C:10]3=[O:12])[C:24]([C:25]([O:27][CH2:28][C:29]([F:30])([F:32])[F:31])=[O:26])=[C:23]([CH3:33])[NH:22][C:16]=1[CH3:15])(=[O:20])[CH3:19], predict the reactants needed to synthesize it. The reactants are: [CH3:1][C:2]1[O:3][C:4]2[C:9]([C:10](=[O:12])[CH:11]=1)=[CH:8][CH:7]=[CH:6][C:5]=2[CH:13]=O.[CH3:15][C:16](=O)[CH2:17][C:18](=[O:20])[CH3:19].[NH2:22][C:23]([CH3:33])=[CH:24][C:25]([O:27][CH2:28][C:29]([F:32])([F:31])[F:30])=[O:26].C(O)(=O)C. (8) Given the product [Cl:8][C:9]1[CH:27]=[C:26]([CH:28]=[C:4]2[S:3][C:2](=[NH:1])[NH:6][C:5]2=[O:7])[CH:25]=[CH:24][C:10]=1[O:11][C:12]1[CH:19]=[CH:18][C:15]([C:16]#[N:17])=[CH:14][C:13]=1[C:20]([F:21])([F:22])[F:23], predict the reactants needed to synthesize it. The reactants are: [NH2:1][C:2]1[S:3][CH2:4][C:5](=[O:7])[N:6]=1.[Cl:8][C:9]1[CH:27]=[C:26]([CH:28]=C2SC(=O)NC2=O)[CH:25]=[CH:24][C:10]=1[O:11][C:12]1[CH:19]=[CH:18][C:15]([C:16]#[N:17])=[CH:14][C:13]=1[C:20]([F:23])([F:22])[F:21]. (9) The reactants are: [CH2:1]([S:3]([C:6]1[CH:33]=[CH:32][C:9]([O:10][C:11]2[C:12]([CH:26]([OH:31])[CH2:27][CH2:28][CH2:29]O)=[CH:13][C:14]3[N:18]=[C:17]([C:19]4[CH:24]=[CH:23][CH:22]=[CH:21][N:20]=4)[NH:16][C:15]=3[CH:25]=2)=[CH:8][CH:7]=1)(=[O:5])=[O:4])[CH3:2]. Given the product [O:31]1[CH2:29][CH2:28][CH2:27][CH:26]1[C:12]1[C:11]([O:10][C:9]2[CH:32]=[CH:33][C:6]([S:3]([CH2:1][CH3:2])(=[O:5])=[O:4])=[CH:7][CH:8]=2)=[CH:25][C:15]2[NH:16][C:17]([C:19]3[CH:24]=[CH:23][CH:22]=[CH:21][N:20]=3)=[N:18][C:14]=2[CH:13]=1, predict the reactants needed to synthesize it. (10) Given the product [Cl:1][C:2]1[CH:23]=[C:22]([CH2:49][N:47]([CH3:46])[CH3:48])[CH:21]=[CH:20][C:3]=1[C:4]([NH:6][C:7]1[CH:12]=[CH:11][C:10]([Cl:13])=[C:9]([C:14]2[CH:19]=[CH:18][CH:17]=[CH:16][N:15]=2)[CH:8]=1)=[O:5], predict the reactants needed to synthesize it. The reactants are: [Cl:1][C:2]1[CH:23]=[C:22](CN)[CH:21]=[CH:20][C:3]=1[C:4]([NH:6][C:7]1[CH:12]=[CH:11][C:10]([Cl:13])=[C:9]([C:14]2[CH:19]=[CH:18][CH:17]=[CH:16][N:15]=2)[CH:8]=1)=[O:5].CC(O)=O.C=O.C(O[BH-](OC(=O)C)OC(=O)C)(=O)C.[Na+].[CH3:46][N:47]([CH:49]=O)[CH3:48].